Dataset: Forward reaction prediction with 1.9M reactions from USPTO patents (1976-2016). Task: Predict the product of the given reaction. Given the reactants [CH3:1][O:2][C:3]1[N:8]=[CH:7][C:6](C=O)=[CH:5][CH:4]=1.[CH3:11][O:12]C1C=C(C=O)C=CN=1, predict the reaction product. The product is: [CH3:1][O:2][C:3]1[N:8]=[C:7]([CH:11]=[O:12])[CH:6]=[CH:5][CH:4]=1.